Dataset: Forward reaction prediction with 1.9M reactions from USPTO patents (1976-2016). Task: Predict the product of the given reaction. Given the reactants C[O:2][C:3](=[O:39])[CH2:4][CH2:5][C:6]1[CH:11]=[CH:10][C:9]([O:12][CH:13]([C:15]2[O:19][C:18]([C:20]3[CH:25]=[CH:24][C:23](B4OC(C)(C)C(C)(C)O4)=[CH:22][CH:21]=3)=[N:17][C:16]=2[CH:35]([CH3:37])[CH3:36])[CH3:14])=[CH:8][C:7]=1[CH3:38].C([O-])([O-])=O.[Na+].[Na+].Cl[C:47]1[N:52]=[CH:51][CH:50]=[CH:49][N:48]=1, predict the reaction product. The product is: [CH:35]([C:16]1[N:17]=[C:18]([C:20]2[CH:21]=[CH:22][C:23]([C:47]3[N:52]=[CH:51][CH:50]=[CH:49][N:48]=3)=[CH:24][CH:25]=2)[O:19][C:15]=1[CH:13]([O:12][C:9]1[CH:10]=[CH:11][C:6]([CH2:5][CH2:4][C:3]([OH:2])=[O:39])=[C:7]([CH3:38])[CH:8]=1)[CH3:14])([CH3:37])[CH3:36].